Task: Regression. Given two drug SMILES strings and cell line genomic features, predict the synergy score measuring deviation from expected non-interaction effect.. Dataset: NCI-60 drug combinations with 297,098 pairs across 59 cell lines (1) Drug 1: CC1=C2C(C(=O)C3(C(CC4C(C3C(C(C2(C)C)(CC1OC(=O)C(C(C5=CC=CC=C5)NC(=O)C6=CC=CC=C6)O)O)OC(=O)C7=CC=CC=C7)(CO4)OC(=O)C)O)C)OC(=O)C. Drug 2: CCCCC(=O)OCC(=O)C1(CC(C2=C(C1)C(=C3C(=C2O)C(=O)C4=C(C3=O)C=CC=C4OC)O)OC5CC(C(C(O5)C)O)NC(=O)C(F)(F)F)O. Cell line: SF-295. Synergy scores: CSS=46.8, Synergy_ZIP=-3.26, Synergy_Bliss=-6.71, Synergy_Loewe=-7.82, Synergy_HSA=-7.73. (2) Drug 1: CCCS(=O)(=O)NC1=C(C(=C(C=C1)F)C(=O)C2=CNC3=C2C=C(C=N3)C4=CC=C(C=C4)Cl)F. Drug 2: N.N.Cl[Pt+2]Cl. Cell line: HS 578T. Synergy scores: CSS=0.0965, Synergy_ZIP=5.04, Synergy_Bliss=4.57, Synergy_Loewe=-2.05, Synergy_HSA=-2.05. (3) Drug 2: CC1=C(C=C(C=C1)C(=O)NC2=CC(=CC(=C2)C(F)(F)F)N3C=C(N=C3)C)NC4=NC=CC(=N4)C5=CN=CC=C5. Synergy scores: CSS=41.4, Synergy_ZIP=4.08, Synergy_Bliss=6.38, Synergy_Loewe=1.58, Synergy_HSA=1.90. Drug 1: CCC1(CC2CC(C3=C(CCN(C2)C1)C4=CC=CC=C4N3)(C5=C(C=C6C(=C5)C78CCN9C7C(C=CC9)(C(C(C8N6C=O)(C(=O)OC)O)OC(=O)C)CC)OC)C(=O)OC)O.OS(=O)(=O)O. Cell line: HS 578T. (4) Drug 2: CC1CCCC2(C(O2)CC(NC(=O)CC(C(C(=O)C(C1O)C)(C)C)O)C(=CC3=CSC(=N3)C)C)C. Cell line: HS 578T. Synergy scores: CSS=6.17, Synergy_ZIP=2.66, Synergy_Bliss=5.79, Synergy_Loewe=-4.39, Synergy_HSA=2.05. Drug 1: CC1=C(C=C(C=C1)NC2=NC=CC(=N2)N(C)C3=CC4=NN(C(=C4C=C3)C)C)S(=O)(=O)N.Cl. (5) Drug 1: CC(C)(C#N)C1=CC(=CC(=C1)CN2C=NC=N2)C(C)(C)C#N. Drug 2: CC1=C(C(=O)C2=C(C1=O)N3CC4C(C3(C2COC(=O)N)OC)N4)N. Cell line: SK-MEL-5. Synergy scores: CSS=40.4, Synergy_ZIP=0.200, Synergy_Bliss=2.46, Synergy_Loewe=-2.13, Synergy_HSA=5.10. (6) Drug 1: CC1C(C(CC(O1)OC2CC(CC3=C2C(=C4C(=C3O)C(=O)C5=C(C4=O)C(=CC=C5)OC)O)(C(=O)C)O)N)O.Cl. Drug 2: C(=O)(N)NO. Cell line: U251. Synergy scores: CSS=43.3, Synergy_ZIP=-1.89, Synergy_Bliss=-1.79, Synergy_Loewe=-1.14, Synergy_HSA=-0.341. (7) Drug 1: CC1=C(C=C(C=C1)NC(=O)C2=CC=C(C=C2)CN3CCN(CC3)C)NC4=NC=CC(=N4)C5=CN=CC=C5. Drug 2: CC1=C(C(=CC=C1)Cl)NC(=O)C2=CN=C(S2)NC3=CC(=NC(=N3)C)N4CCN(CC4)CCO. Cell line: OVCAR3. Synergy scores: CSS=22.0, Synergy_ZIP=6.15, Synergy_Bliss=10.9, Synergy_Loewe=-6.69, Synergy_HSA=3.75.